This data is from Forward reaction prediction with 1.9M reactions from USPTO patents (1976-2016). The task is: Predict the product of the given reaction. (1) Given the reactants [OH:1][C:2]1[CH:11]=[CH:10][CH:9]=[C:8]2[C:3]=1[CH2:4][CH2:5][CH2:6][C:7]2=[O:12].[O:13](S(C(F)(F)F)(=O)=O)[S:14]([C:17]([F:20])([F:19])[F:18])(=O)=[O:15], predict the reaction product. The product is: [F:18][C:17]([F:20])([F:19])[S:14]([O:1][C:2]1[C:3]2[CH2:4][CH2:5][CH2:6][C:7](=[O:12])[C:8]=2[CH:9]=[CH:10][CH:11]=1)(=[O:15])=[O:13]. (2) Given the reactants [CH3:1][CH:2]([CH3:40])[CH:3]([C:20]1[CH:25]=[CH:24][C:23]([CH2:26][N:27]2[C:32](=[O:33])[CH2:31][O:30][C:29]([C:34]3[CH:39]=[CH:38][CH:37]=[CH:36][CH:35]=3)=[N:28]2)=[CH:22][CH:21]=1)[C:4]([NH:6][C:7]1[CH:8]=[C:9](/[CH:13]=[CH:14]/[C:15]([O:17][CH2:18][CH3:19])=[O:16])[CH:10]=[CH:11][CH:12]=1)=[O:5], predict the reaction product. The product is: [CH3:40][CH:2]([CH3:1])[CH:3]([C:20]1[CH:25]=[CH:24][C:23]([CH2:26][N:27]2[C:32](=[O:33])[CH2:31][O:30][C:29]([C:34]3[CH:35]=[CH:36][CH:37]=[CH:38][CH:39]=3)=[N:28]2)=[CH:22][CH:21]=1)[C:4]([NH:6][C:7]1[CH:8]=[C:9]([CH2:13][CH2:14][C:15]([O:17][CH2:18][CH3:19])=[O:16])[CH:10]=[CH:11][CH:12]=1)=[O:5]. (3) Given the reactants [CH:1]1([NH:6][C:7]2[CH:8]=[C:9]([CH3:22])[CH:10]=[C:11]3[C:15]=2[NH:14][C:13]([C:16]2[CH:21]=[CH:20][CH:19]=[CH:18][N:17]=2)=[CH:12]3)[CH2:5][CH2:4][CH2:3][CH2:2]1.[CH2:23]=O, predict the reaction product. The product is: [CH:1]1([N:6]([CH3:23])[C:7]2[CH:8]=[C:9]([CH3:22])[CH:10]=[C:11]3[C:15]=2[NH:14][C:13]([C:16]2[CH:21]=[CH:20][CH:19]=[CH:18][N:17]=2)=[CH:12]3)[CH2:5][CH2:4][CH2:3][CH2:2]1.